Dataset: Reaction yield outcomes from USPTO patents with 853,638 reactions. Task: Predict the reaction yield, written as a fraction of the theoretical maximum amount of product (1.0 means a 100% yield; for example, 0.34 means a 34% yield). (1) The reactants are [C:1]([N:18]1[CH2:24][CH2:23][CH2:22][C@H:19]1[CH2:20][OH:21])([O:3][CH2:4][CH:5]1[C:17]2[C:12](=[CH:13][CH:14]=[CH:15][CH:16]=2)[C:11]2[C:6]1=[CH:7][CH:8]=[CH:9][CH:10]=2)=[O:2].NCCCC[OH:30].[OH:31]N1C2C=CC=CC=2N=N1.C1(N=C=NC2CCCCC2)CCCCC1. The catalyst is C(#N)C. The product is [C:1]([N-:18][OH:30])([O:3][CH2:4][CH:5]1[C:17]2[C:12](=[CH:13][CH:14]=[CH:15][CH:16]=2)[C:11]2[C:6]1=[CH:7][CH:8]=[CH:9][CH:10]=2)=[O:2].[NH:18]1[CH2:24][CH2:23][CH2:22][C@H:19]1[C:20]([OH:21])=[O:31]. The yield is 0.840. (2) The reactants are Br[C:2]1[CH:7]=[CH:6][C:5]([NH:8][C:9]([C:11]2[NH:12][CH:13]=[C:14]([C:16]#[N:17])[N:15]=2)=[O:10])=[C:4]([C:18]2[CH2:23][CH2:22][C:21]([CH3:25])([CH3:24])[CH2:20][CH:19]=2)[CH:3]=1.C([Mg]Cl)(C)C.[Li]C(C)(C)C.CCCCC.[C:41]([O:45][CH2:46][CH3:47])(=[O:44])[CH:42]=[O:43].C1(C)C=CC=CC=1. The catalyst is C1COCC1. The product is [CH2:46]([O:45][C:41](=[O:44])[CH:42]([C:2]1[CH:7]=[CH:6][C:5]([NH:8][C:9]([C:11]2[NH:15][C:14]([C:16]#[N:17])=[CH:13][N:12]=2)=[O:10])=[C:4]([C:18]2[CH2:23][CH2:22][C:21]([CH3:25])([CH3:24])[CH2:20][CH:19]=2)[CH:3]=1)[OH:43])[CH3:47]. The yield is 0.500. (3) The reactants are [S:1]1[C:5]2[CH:6]=[CH:7][CH:8]=[CH:9][C:4]=2[N:3]=[C:2]1[CH2:10][CH2:11][CH2:12][CH2:13][C:14]([OH:16])=[O:15].Cl.[CH3:18]O. No catalyst specified. The product is [S:1]1[C:5]2[CH:6]=[CH:7][CH:8]=[CH:9][C:4]=2[N:3]=[C:2]1[CH2:10][CH2:11][CH2:12][CH2:13][C:14]([O:16][CH3:18])=[O:15]. The yield is 0.670.